From a dataset of Peptide-MHC class I binding affinity with 185,985 pairs from IEDB/IMGT. Regression. Given a peptide amino acid sequence and an MHC pseudo amino acid sequence, predict their binding affinity value. This is MHC class I binding data. (1) The binding affinity (normalized) is 0.749. The peptide sequence is KTKNNDWDY. The MHC is HLA-A30:02 with pseudo-sequence HLA-A30:02. (2) The peptide sequence is LWISVKVLF. The MHC is HLA-A01:01 with pseudo-sequence HLA-A01:01. The binding affinity (normalized) is 0.187. (3) The peptide sequence is IELPEKDSW. The MHC is HLA-B51:01 with pseudo-sequence HLA-B51:01. The binding affinity (normalized) is 0. (4) The peptide sequence is IRNPPMVVF. The MHC is HLA-A31:01 with pseudo-sequence HLA-A31:01. The binding affinity (normalized) is 0.0847. (5) The peptide sequence is AIYGRPVSA. The MHC is HLA-A02:01 with pseudo-sequence HLA-A02:01. The binding affinity (normalized) is 0.585.